Dataset: Reaction yield outcomes from USPTO patents with 853,638 reactions. Task: Predict the reaction yield, written as a fraction of the theoretical maximum amount of product (1.0 means a 100% yield; for example, 0.34 means a 34% yield). The reactants are [Si]([O:8][CH2:9][C@@H:10]([N:12]([CH3:20])[C:13](=[O:19])[O:14][C:15]([CH3:18])([CH3:17])[CH3:16])[CH3:11])(C(C)(C)C)(C)C.CCCC[N+](CCCC)(CCCC)CCCC.[F-].[CH2:39]([C:41]1[CH:46]=[CH:45][C:44]([N:47]=[C:48]=[O:49])=[CH:43][CH:42]=1)[CH3:40]. The catalyst is C1COCC1.CN(C1C=CN=CC=1)C. The product is [CH2:39]([C:41]1[CH:46]=[CH:45][C:44]([NH:47][C:48](=[O:49])[O:8][CH2:9][C@@H:10]([N:12]([CH3:20])[C:13]([O:14][C:15]([CH3:16])([CH3:17])[CH3:18])=[O:19])[CH3:11])=[CH:43][CH:42]=1)[CH3:40]. The yield is 0.300.